This data is from Full USPTO retrosynthesis dataset with 1.9M reactions from patents (1976-2016). The task is: Predict the reactants needed to synthesize the given product. Given the product [Cl:8][C:6]1[N:5]=[N:4][C:3]([C:9]([O:11][CH2:12][CH3:13])=[O:10])=[C:2]([NH:23][C:18]2[CH:19]=[CH:20][C:21]([CH3:22])=[C:16]([N:15]([CH3:14])[CH3:24])[N:17]=2)[CH:7]=1, predict the reactants needed to synthesize it. The reactants are: Cl[C:2]1[CH:7]=[C:6]([Cl:8])[N:5]=[N:4][C:3]=1[C:9]([O:11][CH2:12][CH3:13])=[O:10].[CH3:14][N:15]([CH3:24])[C:16]1[C:21]([CH3:22])=[CH:20][CH:19]=[C:18]([NH2:23])[N:17]=1.